From a dataset of Catalyst prediction with 721,799 reactions and 888 catalyst types from USPTO. Predict which catalyst facilitates the given reaction. (1) Reactant: [F:1][C:2]1[CH:7]=[CH:6][C:5]([OH:8])=[CH:4][CH:3]=1.C(=O)([O-])[O-].[Cs+].[Cs+].[CH3:15][O:16][C:17](=[O:29])[C:18]1[CH:27]=[CH:26][C:21]([C:22]([O:24][CH3:25])=[O:23])=[CH:20][C:19]=1I.F[P-](F)(F)(F)(F)F. Product: [CH3:25][O:24][C:22](=[O:23])[C:21]1[CH:26]=[CH:27][C:18]([C:17]([O:16][CH3:15])=[O:29])=[CH:19][C:20]=1[O:8][C:5]1[CH:6]=[CH:7][C:2]([F:1])=[CH:3][CH:4]=1. The catalyst class is: 11. (2) Reactant: [F:1][C:2]1[CH:3]=[C:4]([CH:16]=[C:17]([F:19])[CH:18]=1)[CH2:5][C:6]1[CH:7]=[C:8]2[C:12](=[CH:13][CH:14]=1)[NH:11][N:10]=[C:9]2[NH2:15].[F:20][C:21]([F:32])([F:31])[C:22](O[C:22](=[O:23])[C:21]([F:32])([F:31])[F:20])=[O:23].C([O-])(O)=O.[Na+]. Product: [F:1][C:2]1[CH:3]=[C:4]([CH:16]=[C:17]([F:19])[CH:18]=1)[CH2:5][C:6]1[CH:7]=[C:8]2[C:12](=[CH:13][CH:14]=1)[NH:11][N:10]=[C:9]2[NH:15][C:22](=[O:23])[C:21]([F:32])([F:31])[F:20]. The catalyst class is: 4. (3) Reactant: C([O:8][C:9]1[CH:10]=[C:11]([CH2:24][C:25]([CH3:28])([CH3:27])[CH3:26])[C:12]([C:15]2[CH:20]=[C:19]([O:21][CH3:22])[CH:18]=[CH:17][C:16]=2[F:23])=[N:13][CH:14]=1)C1C=CC=CC=1. Product: [F:23][C:16]1[CH:17]=[CH:18][C:19]([O:21][CH3:22])=[CH:20][C:15]=1[C:12]1[N:13]=[CH:14][C:9]([OH:8])=[CH:10][C:11]=1[CH2:24][C:25]([CH3:28])([CH3:27])[CH3:26]. The catalyst class is: 586.